Predict the reaction yield, written as a fraction of the theoretical maximum amount of product (1.0 means a 100% yield; for example, 0.34 means a 34% yield). From a dataset of Reaction yield outcomes from USPTO patents with 853,638 reactions. (1) The reactants are I[C:2]1[CH:7]=[CH:6][N:5]=[C:4]([C:8]([F:11])([F:10])[F:9])[CH:3]=1.C([O:15][B:16](OC(C)C)[O:17]C(C)C)(C)C.C([Li])CCC.CCCCCC. The catalyst is O1CCCC1.CCOCC. The product is [F:9][C:8]([F:11])([F:10])[C:4]1[CH:3]=[C:2]([B:16]([OH:17])[OH:15])[CH:7]=[CH:6][N:5]=1. The yield is 0.670. (2) The reactants are C(N(CC)CC)C.[CH3:8][O:9][C:10]1[CH:15]=[CH:14][C:13]([OH:16])=[CH:12][CH:11]=1.[P:17](Cl)([Cl:20])([Cl:19])=[O:18]. The catalyst is CCOCC. The product is [P:17]([Cl:20])([Cl:19])(=[O:18])[O:16][C:13]1[CH:14]=[CH:15][C:10]([O:9][CH3:8])=[CH:11][CH:12]=1. The yield is 0.920. (3) The reactants are [C:1]([C:4]1[CH:9]=[CH:8][C:7]([CH2:10][C:11]([O:13][CH2:14][CH3:15])=[O:12])=[CH:6][CH:5]=1)(=[O:3])[CH3:2].[Br:16]Br. The catalyst is C(Cl)Cl. The product is [Br:16][CH2:2][C:1]([C:4]1[CH:9]=[CH:8][C:7]([CH2:10][C:11]([O:13][CH2:14][CH3:15])=[O:12])=[CH:6][CH:5]=1)=[O:3]. The yield is 0.990.